Dataset: Forward reaction prediction with 1.9M reactions from USPTO patents (1976-2016). Task: Predict the product of the given reaction. (1) Given the reactants [CH:1]([C:3]1[C:8]([OH:9])=[CH:7][C:6]([C:10]([F:13])([F:12])[F:11])=[CH:5][C:4]=1[C:14]1[CH:15]=[CH:16][C:17]([C:20]([NH:22][CH2:23][CH2:24][C:25]([O:27]CC)=[O:26])=[O:21])=[N:18][CH:19]=1)=O.[Cl:30][C:31]1[CH:36]=[C:35]([NH2:37])[CH:34]=[CH:33][C:32]=1[C:38]1[CH:43]=[CH:42][C:41]([Cl:44])=[CH:40][CH:39]=1.C(C1C(OC)=CC(C(F)(F)F)=CC=1C1C=CC(C(NCCC(OCC)=O)=O)=NC=1)=O.ClC1C=C(N)C=CC=1C1C=CC(C(F)(F)F)=CC=1, predict the reaction product. The product is: [Cl:30][C:31]1[CH:36]=[C:35]([NH:37][CH2:1][C:3]2[C:8]([OH:9])=[CH:7][C:6]([C:10]([F:13])([F:12])[F:11])=[CH:5][C:4]=2[C:14]2[CH:15]=[CH:16][C:17]([C:20]([NH:22][CH2:23][CH2:24][C:25]([OH:27])=[O:26])=[O:21])=[N:18][CH:19]=2)[CH:34]=[CH:33][C:32]=1[C:38]1[CH:43]=[CH:42][C:41]([Cl:44])=[CH:40][CH:39]=1. (2) Given the reactants [C:1]([O:5][CH3:6])(=[O:4])[CH2:2][SH:3].Cl[C:8]1[CH:15]=[CH:14][CH:13]=[C:12]([S:16][C:17]2[CH:22]=[CH:21][C:20]([O:23][CH3:24])=[CH:19][CH:18]=2)[C:9]=1[CH:10]=O.C[O-].[Na+], predict the reaction product. The product is: [CH3:24][O:23][C:20]1[CH:19]=[CH:18][C:17]([S:16][C:12]2[C:9]3[CH:10]=[C:2]([C:1]([O:5][CH3:6])=[O:4])[S:3][C:8]=3[CH:15]=[CH:14][CH:13]=2)=[CH:22][CH:21]=1. (3) Given the reactants [CH3:1]N(C(ON1N=NC2C=CC=CC1=2)=[N+](C)C)C.F[P-](F)(F)(F)(F)F.[C:25]([NH:32][CH2:33][C:34]([OH:36])=O)([O:27][C:28]([CH3:31])([CH3:30])[CH3:29])=[O:26].CCN(C(C)C)C(C)C.[OH:46][CH2:47][C:48]1([C:54]([O-:56])=[O:55])[CH2:53][CH2:52][NH:51][CH2:50][CH2:49]1, predict the reaction product. The product is: [C:28]([O:27][C:25]([NH:32][CH2:33][C:34]([N:51]1[CH2:52][CH2:53][C:48]([CH2:47][OH:46])([C:54]([O:56][CH3:1])=[O:55])[CH2:49][CH2:50]1)=[O:36])=[O:26])([CH3:29])([CH3:30])[CH3:31].